The task is: Predict the product of the given reaction.. This data is from Forward reaction prediction with 1.9M reactions from USPTO patents (1976-2016). (1) The product is: [NH2:1][CH:4]([C:6]1[N:7]=[C:8]2[S:22][CH:21]=[C:20]([CH3:23])[N:9]2[C:10](=[O:19])[C:11]=1[C:12]1[CH:13]=[N:14][CH:15]=[C:16]([F:18])[CH:17]=1)[CH3:5]. Given the reactants [N:1]([CH:4]([C:6]1[N:7]=[C:8]2[S:22][CH:21]=[C:20]([CH3:23])[N:9]2[C:10](=[O:19])[C:11]=1[C:12]1[CH:13]=[N:14][CH:15]=[C:16]([F:18])[CH:17]=1)[CH3:5])=[N+]=[N-].CP(C)C, predict the reaction product. (2) Given the reactants FC1C=CC(C([N:8]2[C:12]([CH3:13])=[C:11]([CH3:14])[N:10]=[C:9]2[CH:15]=[C:16](C2C=C(F)C=CC=2C([O-])=O)[C:17]2[CH:22]=[CH:21][C:20]([F:23])=[CH:19][CH:18]=2)=O)=CC=1.[OH2:36].[ClH:37], predict the reaction product. The product is: [ClH:37].[CH3:13][C:12]1[N:8]=[C:9]([CH2:15][C:16]([C:17]2[CH:22]=[CH:21][C:20]([F:23])=[CH:19][CH:18]=2)=[O:36])[NH:10][C:11]=1[CH3:14]. (3) Given the reactants [NH:1]1[CH2:6][CH2:5][C:4]2([O:11][C:10](=[O:12])[NH:9][C:8]3[CH:13]=[CH:14][CH:15]=[CH:16][C:7]2=3)[CH2:3][CH2:2]1.[CH3:17][CH:18]([CH3:22])[CH2:19][CH:20]=O.C(O[BH-](OC(=O)C)OC(=O)C)(=O)C.[Na+], predict the reaction product. The product is: [CH2:20]([N:1]1[CH2:2][CH2:3][C:4]2([O:11][C:10](=[O:12])[NH:9][C:8]3[CH:13]=[CH:14][CH:15]=[CH:16][C:7]2=3)[CH2:5][CH2:6]1)[CH2:19][CH:18]([CH3:22])[CH3:17].